This data is from Forward reaction prediction with 1.9M reactions from USPTO patents (1976-2016). The task is: Predict the product of the given reaction. (1) Given the reactants Cl[C:2]1[N:7]=[C:6]([O:8]C)[C:5]([C:10]([NH:12][CH2:13][C:14]2[CH:19]=[CH:18][CH:17]=[C:16]([F:20])[CH:15]=2)=[O:11])=[C:4]([CH3:21])[CH:3]=1.[NH:22]1[CH2:27][CH2:26][O:25][CH2:24][CH2:23]1.[OH-].[Na+], predict the reaction product. The product is: [F:20][C:16]1[CH:15]=[C:14]([CH2:13][NH:12][C:10]([C:5]2[C:6]([OH:8])=[N:7][C:2]([N:22]3[CH2:27][CH2:26][O:25][CH2:24][CH2:23]3)=[CH:3][C:4]=2[CH3:21])=[O:11])[CH:19]=[CH:18][CH:17]=1. (2) Given the reactants C(O[K])(C)(C)C.[C:7]([O:11][C:12]([N:14]1[CH2:19][CH2:18][CH:17]([OH:20])[CH:16]([C:21]([F:24])([F:23])[F:22])[CH2:15]1)=[O:13])([CH3:10])([CH3:9])[CH3:8].F[C:26]1[CH:33]=[CH:32][CH:31]=[CH:30][C:27]=1[CH:28]=[O:29], predict the reaction product. The product is: [C:7]([O:11][C:12]([N:14]1[CH2:19][CH2:18][CH:17]([O:20][C:26]2[CH:33]=[CH:32][CH:31]=[CH:30][C:27]=2[CH:28]=[O:29])[CH:16]([C:21]([F:24])([F:22])[F:23])[CH2:15]1)=[O:13])([CH3:10])([CH3:8])[CH3:9].